Task: Predict the reactants needed to synthesize the given product.. Dataset: Full USPTO retrosynthesis dataset with 1.9M reactions from patents (1976-2016) (1) Given the product [CH2:1]([N:3]1[CH2:7][CH2:6][CH2:5][C@@H:4]1[C:8]([NH:10][CH2:11][C:12]1[CH:17]=[C:16]([F:18])[CH:15]=[CH:14][C:13]=1[S:19]([NH:22][C:23]1[C:32]([C:33]([OH:35])=[O:34])=[C:31]2[C:26]([CH:27]3[CH2:37][CH:28]3[CH2:29][O:30]2)=[CH:25][CH:24]=1)(=[O:20])=[O:21])=[O:9])[CH3:2], predict the reactants needed to synthesize it. The reactants are: [CH2:1]([N:3]1[CH2:7][CH2:6][CH2:5][C@@H:4]1[C:8]([NH:10][CH2:11][C:12]1[CH:17]=[C:16]([F:18])[CH:15]=[CH:14][C:13]=1[S:19]([NH:22][C:23]1[C:32]([C:33]([O:35]C)=[O:34])=[C:31]2[C:26]([CH:27]3[CH2:37][CH:28]3[CH2:29][O:30]2)=[CH:25][CH:24]=1)(=[O:21])=[O:20])=[O:9])[CH3:2].O.[OH-].[Li+].O. (2) Given the product [N:26]1([C:32]2[O:33][C:34]3[C:42]([C:7]4[C:8]5[O:9][C:10]6[CH:16]=[CH:15][CH:14]=[CH:13][C:11]=6[C:12]=5[C:4]([N+:1]([O-:3])=[O:2])=[CH:5][CH:6]=4)=[CH:41][CH:40]=[CH:39][C:35]=3[C:36](=[O:38])[CH:37]=2)[CH2:27][CH2:28][O:29][CH2:30][CH2:31]1, predict the reactants needed to synthesize it. The reactants are: [N+:1]([C:4]1[C:12]2[C:11]3[CH:13]=[CH:14][CH:15]=[CH:16][C:10]=3[O:9][C:8]=2[C:7](B2OC(C)(C)C(C)(C)O2)=[CH:6][CH:5]=1)([O-:3])=[O:2].[N:26]1([C:32]2[O:33][C:34]3[C:42](OS(C(F)(F)F)(=O)=O)=[CH:41][CH:40]=[CH:39][C:35]=3[C:36](=[O:38])[CH:37]=2)[CH2:31][CH2:30][O:29][CH2:28][CH2:27]1.C(=O)([O-])[O-].[K+].[K+]. (3) Given the product [O:21]1[C:25]2[CH:26]=[CH:27][C:28]([C:30]3[CH:35]=[CH:34][C:33]([O:36][CH2:16][CH2:15][CH2:14][O:13][C:10]4[CH:9]=[CH:8][C:7]([CH2:6][C@H:5]([O:18][CH3:19])[C:4]([OH:3])=[O:20])=[CH:12][CH:11]=4)=[CH:32][CH:31]=3)=[CH:29][C:24]=2[O:23][CH2:22]1, predict the reactants needed to synthesize it. The reactants are: C([O:3][C:4](=[O:20])[C@@H:5]([O:18][CH3:19])[CH2:6][C:7]1[CH:12]=[CH:11][C:10]([O:13][CH2:14][CH2:15][CH2:16]Br)=[CH:9][CH:8]=1)C.[O:21]1[C:25]2[CH:26]=[CH:27][C:28]([C:30]3[CH:35]=[CH:34][C:33]([OH:36])=[CH:32][CH:31]=3)=[CH:29][C:24]=2[O:23][CH2:22]1.[OH-].[Na+].